Dataset: Peptide-MHC class I binding affinity with 185,985 pairs from IEDB/IMGT. Task: Regression. Given a peptide amino acid sequence and an MHC pseudo amino acid sequence, predict their binding affinity value. This is MHC class I binding data. (1) The peptide sequence is HYVNREAIW. The MHC is Mamu-B17 with pseudo-sequence Mamu-B17. The binding affinity (normalized) is 0.871. (2) The peptide sequence is VMYMGTLSY. The MHC is HLA-A23:01 with pseudo-sequence HLA-A23:01. The binding affinity (normalized) is 0.406. (3) The peptide sequence is KLRNWQWWRL. The MHC is HLA-A02:03 with pseudo-sequence HLA-A02:03. The binding affinity (normalized) is 0.358. (4) The peptide sequence is LEYGANYFL. The MHC is HLA-A26:02 with pseudo-sequence HLA-A26:02. The binding affinity (normalized) is 0.0847. (5) The peptide sequence is RGYVFQGL. The MHC is HLA-A68:02 with pseudo-sequence HLA-A68:02. The binding affinity (normalized) is 0. (6) The peptide sequence is KREEHYIVL. The MHC is HLA-A02:19 with pseudo-sequence HLA-A02:19. The binding affinity (normalized) is 0.0847. (7) The peptide sequence is GVYYPDEIFR. The MHC is HLA-A68:01 with pseudo-sequence HLA-A68:01. The binding affinity (normalized) is 0.719. (8) The peptide sequence is VPVWKEATTT. The MHC is HLA-A11:01 with pseudo-sequence HLA-A11:01. The binding affinity (normalized) is 0.0289.